Dataset: NCI-60 drug combinations with 297,098 pairs across 59 cell lines. Task: Regression. Given two drug SMILES strings and cell line genomic features, predict the synergy score measuring deviation from expected non-interaction effect. (1) Drug 1: C1=CN(C(=O)N=C1N)C2C(C(C(O2)CO)O)O.Cl. Drug 2: CS(=O)(=O)CCNCC1=CC=C(O1)C2=CC3=C(C=C2)N=CN=C3NC4=CC(=C(C=C4)OCC5=CC(=CC=C5)F)Cl. Cell line: MALME-3M. Synergy scores: CSS=16.2, Synergy_ZIP=-6.08, Synergy_Bliss=2.92, Synergy_Loewe=-23.5, Synergy_HSA=-1.50. (2) Drug 2: COC1=NC(=NC2=C1N=CN2C3C(C(C(O3)CO)O)O)N. Cell line: SK-MEL-28. Synergy scores: CSS=-8.75, Synergy_ZIP=0.603, Synergy_Bliss=-3.87, Synergy_Loewe=-7.79, Synergy_HSA=-6.76. Drug 1: CC1=C(C=C(C=C1)NC2=NC=CC(=N2)N(C)C3=CC4=NN(C(=C4C=C3)C)C)S(=O)(=O)N.Cl. (3) Drug 1: CCCCCOC(=O)NC1=NC(=O)N(C=C1F)C2C(C(C(O2)C)O)O. Drug 2: C(CCl)NC(=O)N(CCCl)N=O. Cell line: U251. Synergy scores: CSS=14.2, Synergy_ZIP=3.68, Synergy_Bliss=17.2, Synergy_Loewe=-6.71, Synergy_HSA=4.67. (4) Drug 1: CC1=C(C=C(C=C1)NC(=O)C2=CC=C(C=C2)CN3CCN(CC3)C)NC4=NC=CC(=N4)C5=CN=CC=C5. Drug 2: CC(C)(C#N)C1=CC(=CC(=C1)CN2C=NC=N2)C(C)(C)C#N. Cell line: MDA-MB-435. Synergy scores: CSS=-4.15, Synergy_ZIP=2.04, Synergy_Bliss=-0.662, Synergy_Loewe=-5.18, Synergy_HSA=-5.04. (5) Drug 1: CN(CC1=CN=C2C(=N1)C(=NC(=N2)N)N)C3=CC=C(C=C3)C(=O)NC(CCC(=O)O)C(=O)O. Drug 2: CCN(CC)CCCC(C)NC1=C2C=C(C=CC2=NC3=C1C=CC(=C3)Cl)OC. Cell line: SW-620. Synergy scores: CSS=64.2, Synergy_ZIP=-1.80, Synergy_Bliss=-2.52, Synergy_Loewe=-2.51, Synergy_HSA=-1.33. (6) Drug 1: C(CC(=O)O)C(=O)CN.Cl. Drug 2: CC1C(C(CC(O1)OC2CC(CC3=C2C(=C4C(=C3O)C(=O)C5=C(C4=O)C(=CC=C5)OC)O)(C(=O)CO)O)N)O.Cl. Cell line: HOP-62. Synergy scores: CSS=41.7, Synergy_ZIP=1.23, Synergy_Bliss=-4.68, Synergy_Loewe=-23.8, Synergy_HSA=-1.76. (7) Drug 1: C1=CC=C(C=C1)NC(=O)CCCCCCC(=O)NO. Drug 2: CNC(=O)C1=NC=CC(=C1)OC2=CC=C(C=C2)NC(=O)NC3=CC(=C(C=C3)Cl)C(F)(F)F. Cell line: CAKI-1. Synergy scores: CSS=46.0, Synergy_ZIP=-0.949, Synergy_Bliss=-1.41, Synergy_Loewe=-47.6, Synergy_HSA=1.41.